From a dataset of Forward reaction prediction with 1.9M reactions from USPTO patents (1976-2016). Predict the product of the given reaction. (1) Given the reactants CN(C)/[CH:3]=[CH:4]/[C:5]([C:7]1[C:12](=[O:13])[CH:11]=[CH:10][N:9]([C:14]2[CH:19]=[CH:18][CH:17]=[C:16]([S:20]([N:23]3[CH2:27][CH2:26][CH2:25][CH2:24]3)(=[O:22])=[O:21])[CH:15]=2)[N:8]=1)=O.[F:29][C:30]1[CH:31]=[C:32]([NH:36][NH2:37])[CH:33]=[CH:34][CH:35]=1, predict the reaction product. The product is: [F:29][C:30]1[CH:31]=[C:32]([N:36]2[C:5]([C:7]3[C:12](=[O:13])[CH:11]=[CH:10][N:9]([C:14]4[CH:19]=[CH:18][CH:17]=[C:16]([S:20]([N:23]5[CH2:27][CH2:26][CH2:25][CH2:24]5)(=[O:21])=[O:22])[CH:15]=4)[N:8]=3)=[CH:4][CH:3]=[N:37]2)[CH:33]=[CH:34][CH:35]=1. (2) Given the reactants CN(C)C=O.[CH3:6][O:7][C:8]1[CH:17]=[C:16]2[C:11]([C:12]([CH3:33])=[CH:13][C:14](=[O:32])[N:15]2[CH2:18][CH2:19][CH2:20][C:21]2([C:27]([O:29][CH2:30][CH3:31])=[O:28])[CH2:26][CH2:25][NH:24][CH2:23][CH2:22]2)=[CH:10][CH:9]=1.C(=O)([O-])[O-].[K+].[K+].Br[CH2:41][CH2:42][S:43][C:44]1[S:45][CH:46]=[CH:47][CH:48]=1, predict the reaction product. The product is: [CH3:6][O:7][C:8]1[CH:17]=[C:16]2[C:11]([C:12]([CH3:33])=[CH:13][C:14](=[O:32])[N:15]2[CH2:18][CH2:19][CH2:20][C:21]2([C:27]([O:29][CH2:30][CH3:31])=[O:28])[CH2:26][CH2:25][N:24]([CH2:41][CH2:42][S:43][C:44]3[S:45][CH:46]=[CH:47][CH:48]=3)[CH2:23][CH2:22]2)=[CH:10][CH:9]=1. (3) Given the reactants [O:1]=[C:2]1[CH2:5][CH:4](C(O)=O)[CH2:3]1.C1[CH2:13][O:12]CC1.C1(C)C=CC=CC=1.C1(P([N:35]=[N+]=[N-])(C2C=CC=CC=2)=O)C=CC=CC=1.[CH2:38]([OH:45])[C:39]1[CH:44]=[CH:43][CH:42]=[CH:41][CH:40]=1, predict the reaction product. The product is: [CH2:38]([O:45][C:13](=[O:12])[NH:35][CH:4]1[CH2:3][C:2](=[O:1])[CH2:5]1)[C:39]1[CH:44]=[CH:43][CH:42]=[CH:41][CH:40]=1. (4) Given the reactants [NH:1]1[CH2:6][CH2:5][CH:4]([O:7][C@H:8]2[CH2:13][CH2:12][C@H:11]([CH2:14][C:15]([O:17][CH3:18])=[O:16])[CH2:10][CH2:9]2)[CH2:3][CH2:2]1.F[C:20]1[CH:25]=[CH:24][C:23]([CH:26]=[O:27])=[CH:22][N:21]=1.C(=O)(O)[O-].[Na+], predict the reaction product. The product is: [CH:26]([C:23]1[CH:24]=[CH:25][C:20]([N:1]2[CH2:2][CH2:3][CH:4]([O:7][C@H:8]3[CH2:13][CH2:12][C@H:11]([CH2:14][C:15]([O:17][CH3:18])=[O:16])[CH2:10][CH2:9]3)[CH2:5][CH2:6]2)=[N:21][CH:22]=1)=[O:27].